Dataset: Reaction yield outcomes from USPTO patents with 853,638 reactions. Task: Predict the reaction yield, written as a fraction of the theoretical maximum amount of product (1.0 means a 100% yield; for example, 0.34 means a 34% yield). (1) The reactants are [Cl:1][C:2]1[CH:3]=[C:4]([CH:8]=[C:9]([O:11][CH3:12])[N:10]=1)[C:5]([OH:7])=O.CN1CCOCC1.ClC(OCC(C)C)=O.[CH2:28]([NH2:35])[C:29]1[CH:34]=[CH:33][CH:32]=[CH:31][CH:30]=1. The catalyst is O1CCCC1.C(OCC)(=O)C. The product is [CH2:28]([NH:35][C:5](=[O:7])[C:4]1[CH:8]=[C:9]([O:11][CH3:12])[N:10]=[C:2]([Cl:1])[CH:3]=1)[C:29]1[CH:34]=[CH:33][CH:32]=[CH:31][CH:30]=1. The yield is 0.860. (2) The reactants are S(Cl)(Cl)=O.CN(C)C=O.[CH2:10]([O:17][C:18]1[CH:27]=[C:26]2[C:21]([C:22](=O)[CH:23]=[CH:24][NH:25]2)=[CH:20][C:19]=1[C:29]([O:31]C1C=CC=CC=1)=O)[C:11]1[CH:16]=[CH:15][CH:14]=[CH:13][CH:12]=1.[ClH:38].[O:39]([NH2:41])[CH3:40]. The yield is 0.180. The catalyst is C(OCC)(=O)C.CCCCCC.O. The product is [CH3:40][O:39][NH:41][C:29]([C:19]1[CH:20]=[C:21]2[C:26](=[CH:27][C:18]=1[O:17][CH2:10][C:11]1[CH:12]=[CH:13][CH:14]=[CH:15][CH:16]=1)[N:25]=[CH:24][CH:23]=[C:22]2[Cl:38])=[O:31]. (3) The reactants are FC(F)(F)S(O[C:7]1[CH:12]=[CH:11][C:10]([N:13]2[CH:18]=[C:17]([O:19][CH3:20])[C:16](=[O:21])[C:15]([C:22]3[N:26]([C:27]4[CH:32]=[CH:31][CH:30]=[CH:29][CH:28]=4)[N:25]=[CH:24][CH:23]=3)=[N:14]2)=[C:9]([F:33])[CH:8]=1)(=O)=O.Cl.[F:37][C:38]1([F:43])[CH2:42][CH2:41][NH:40][CH2:39]1.CC1(C)C2C(=C(P(C3C=CC=CC=3)C3C=CC=CC=3)C=CC=2)OC2C(P(C3C=CC=CC=3)C3C=CC=CC=3)=CC=CC1=2.CC([O-])(C)C.[Na+]. The catalyst is O1CCOCC1.C1C=CC(/C=C/C(/C=C/C2C=CC=CC=2)=O)=CC=1.C1C=CC(/C=C/C(/C=C/C2C=CC=CC=2)=O)=CC=1.C1C=CC(/C=C/C(/C=C/C2C=CC=CC=2)=O)=CC=1.[Pd].[Pd].O. The product is [F:37][C:38]1([F:43])[CH2:42][CH2:41][N:40]([C:7]2[CH:12]=[CH:11][C:10]([N:13]3[CH:18]=[C:17]([O:19][CH3:20])[C:16](=[O:21])[C:15]([C:22]4[N:26]([C:27]5[CH:32]=[CH:31][CH:30]=[CH:29][CH:28]=5)[N:25]=[CH:24][CH:23]=4)=[N:14]3)=[C:9]([F:33])[CH:8]=2)[CH2:39]1. The yield is 0.110.